Dataset: Cav3 T-type calcium channel HTS with 100,875 compounds. Task: Binary Classification. Given a drug SMILES string, predict its activity (active/inactive) in a high-throughput screening assay against a specified biological target. (1) The drug is s1c2c(nc1NC(=O)CSc1nn(c3ccccc3)cn1)cccc2. The result is 0 (inactive). (2) The molecule is S(CCCCOc1c(F)cccc1)c1ncccn1. The result is 0 (inactive). (3) The molecule is Brc1oc(c2nc3n(c2Nc2cc4OCCOc4cc2)cccn3)cc1. The result is 0 (inactive). (4) The molecule is O(c1ccc(cc1)C(=O)NCC(OCC(=O)Nc1c(OC)cccc1)=O)CC. The result is 0 (inactive). (5) The compound is S1\C(C(=O)N(Cc2ccccc2)C1=O)=C\c1nc(ccc1)C. The result is 0 (inactive).